From a dataset of Catalyst prediction with 721,799 reactions and 888 catalyst types from USPTO. Predict which catalyst facilitates the given reaction. (1) Product: [F:15][C:16]1[CH:17]=[CH:18][C:19]([O:20][C:21]2[C:35]([CH:36]3[CH2:40][CH2:39][CH2:38][N:37]3[C:9]3[N:14]=[CH:13][CH:12]=[CH:11][N:10]=3)=[CH:34][C:24]3[NH:25][C:26]([C:28]4[CH:33]=[CH:32][CH:31]=[CH:30][N:29]=4)=[N:27][C:23]=3[CH:22]=2)=[CH:41][CH:42]=1. Reactant: C(N(CC)CC)C.Cl[C:9]1[N:14]=[CH:13][CH:12]=[CH:11][N:10]=1.[F:15][C:16]1[CH:42]=[CH:41][C:19]([O:20][C:21]2[C:35]([CH:36]3[CH2:40][CH2:39][CH2:38][NH:37]3)=[CH:34][C:24]3[NH:25][C:26]([C:28]4[CH:33]=[CH:32][CH:31]=[CH:30][N:29]=4)=[N:27][C:23]=3[CH:22]=2)=[CH:18][CH:17]=1. The catalyst class is: 8. (2) Reactant: [CH3:1][O:2][C:3]1([C:8]([O:10]C)=[O:9])[CH2:7][CH2:6][CH2:5][CH2:4]1.[Li+].[OH-]. Product: [CH3:1][O:2][C:3]1([C:8]([OH:10])=[O:9])[CH2:7][CH2:6][CH2:5][CH2:4]1. The catalyst class is: 20.